This data is from Full USPTO retrosynthesis dataset with 1.9M reactions from patents (1976-2016). The task is: Predict the reactants needed to synthesize the given product. (1) Given the product [Cl:1][C:2]1[CH:7]=[CH:6][C:5]([S:8]([N:11]([CH2:12][C:13]2[CH:14]=[CH:15][C:16]([C:17]([O:19][CH3:20])=[O:18])=[CH:21][CH:22]=2)[CH:24]([CH3:25])[CH3:23])(=[O:10])=[O:9])=[CH:4][CH:3]=1, predict the reactants needed to synthesize it. The reactants are: [Cl:1][C:2]1[CH:7]=[CH:6][C:5]([S:8]([NH:11][CH2:12][C:13]2[CH:22]=[CH:21][C:16]([C:17]([O:19][CH3:20])=[O:18])=[CH:15][CH:14]=2)(=[O:10])=[O:9])=[CH:4][CH:3]=1.[CH3:23][CH:24](O)[CH3:25].C1C=CC(P(C2C=CC=CC=2)C2C=CC=CC=2)=CC=1.N(C(OC(C)C)=O)=NC(OC(C)C)=O. (2) Given the product [Br:7][C:8]1[CH:16]=[C:15]2[C:11]([C:12]3[CH2:17][CH2:18][NH:19][CH:3]([C:2]([OH:6])=[O:5])[C:13]=3[NH:14]2)=[CH:10][CH:9]=1, predict the reactants needed to synthesize it. The reactants are: O.[C:2]([OH:6])(=[O:5])[CH:3]=O.[Br:7][C:8]1[CH:16]=[C:15]2[C:11]([C:12]([CH2:17][CH2:18][NH2:19])=[CH:13][NH:14]2)=[CH:10][CH:9]=1.BrC1C=CC=C2C=1C(CCN)=CN2.[OH-].[Na+]. (3) Given the product [F:1][C:2]1[CH:7]=[C:6]([F:8])[CH:5]=[CH:4][C:3]=1[C:9]1[C:17]2[C:12](=[CH:13][C:14]([O:18][CH2:19][CH2:20][N:21]3[CH2:22][CH2:23][N:24]([S:27]([CH3:30])(=[O:28])=[O:29])[CH2:25][CH2:26]3)=[CH:15][CH:16]=2)[C:11](=[O:31])[C:10]=1[C:67]1[CH:66]=[N:65][C:74]2[C:69]([CH:68]=1)=[CH:70][CH:71]=[CH:72][CH:73]=2, predict the reactants needed to synthesize it. The reactants are: [F:1][C:2]1[CH:7]=[C:6]([F:8])[CH:5]=[CH:4][C:3]=1[C:9]1[C:17]2[C:12](=[CH:13][C:14]([O:18][CH2:19][CH2:20][N:21]3[CH2:26][CH2:25][N:24]([S:27]([CH3:30])(=[O:29])=[O:28])[CH2:23][CH2:22]3)=[CH:15][CH:16]=2)[C:11](=[O:31])[C:10]=1C1C=CC(C)=CC=1.O1CCN(CCOC2C=C3C(C(C4C=CC=CC=4)=C(Br)C3=O)=CC=2)CC1.[N:65]1[C:74]2[C:69](=[CH:70][CH:71]=[CH:72][CH:73]=2)[CH:68]=[C:67](B(O)O)[CH:66]=1. (4) Given the product [C@H:45]12[CH2:48][C@H:47]([N:46]([CH2:50][CH2:51][NH:1][C@:4]34[CH2:39][CH2:38][C@@H:37]([C:40]([CH3:42])=[CH2:41])[C@@H:5]3[C@@H:6]3[C@@:19]([CH3:22])([CH2:20][CH2:21]4)[C@@:18]4([CH3:23])[C@@H:9]([C@:10]5([CH3:36])[C@@H:15]([CH2:16][CH2:17]4)[C:14]([CH3:25])([CH3:24])[C:13]([C:26]4[CH:35]=[CH:34][C:29]([C:30]([O:32][CH3:33])=[O:31])=[CH:28][CH:27]=4)=[CH:12][CH2:11]5)[CH2:8][CH2:7]3)[CH2:43]1)[CH2:49][O:55]2, predict the reactants needed to synthesize it. The reactants are: [N:1]1([C@:4]23[CH2:39][CH2:38][C@@H:37]([C:40]([CH3:42])=[CH2:41])[C@@H:5]2[C@@H:6]2[C@@:19]([CH3:22])([CH2:20][CH2:21]3)[C@@:18]3([CH3:23])[C@@H:9]([C@:10]4([CH3:36])[C@@H:15]([CH2:16][CH2:17]3)[C:14]([CH3:25])([CH3:24])[C:13]([C:26]3[CH:35]=[CH:34][C:29]([C:30]([O:32][CH3:33])=[O:31])=[CH:28][CH:27]=3)=[CH:12][CH2:11]4)[CH2:8][CH2:7]2)CC1.[CH:43]([N:46]([CH2:50][CH3:51])[CH:47]([CH3:49])[CH3:48])([CH3:45])C.C1C[O:55]CC1. (5) Given the product [F:12][C:13]1[CH:20]=[CH:19][C:16]([CH2:17][N:1]2[C:9]3[C:4](=[CH:5][CH:6]=[CH:7][CH:8]=3)[CH:3]=[CH:2]2)=[CH:15][CH:14]=1, predict the reactants needed to synthesize it. The reactants are: [NH:1]1[C:9]2[C:4](=[CH:5][CH:6]=[CH:7][CH:8]=2)[CH:3]=[CH:2]1.[OH-].[K+].[F:12][C:13]1[CH:20]=[CH:19][C:16]([CH2:17]Br)=[CH:15][CH:14]=1.O.